Dataset: Forward reaction prediction with 1.9M reactions from USPTO patents (1976-2016). Task: Predict the product of the given reaction. (1) The product is: [CH2:1]([O:3][C:4](=[O:35])[C:5]1[CH:10]=[C:9]([C:11]2[CH2:15][CH2:14][CH2:13][C:12]=2[C:16]2[CH:21]=[C:20]([C:22]([F:25])([F:24])[F:23])[CH:19]=[CH:18][C:17]=2[O:26][CH2:27][C:28]2[CH:33]=[CH:32][CH:31]=[CH:30][CH:29]=2)[CH:8]=[C:7]([NH:34][CH3:39])[CH:6]=1)[CH3:2]. Given the reactants [CH2:1]([O:3][C:4](=[O:35])[C:5]1[CH:10]=[C:9]([C:11]2[CH2:15][CH2:14][CH2:13][C:12]=2[C:16]2[CH:21]=[C:20]([C:22]([F:25])([F:24])[F:23])[CH:19]=[CH:18][C:17]=2[O:26][CH2:27][C:28]2[CH:33]=[CH:32][CH:31]=[CH:30][CH:29]=2)[CH:8]=[C:7]([NH2:34])[CH:6]=1)[CH3:2].[H-].[Na+].I[CH3:39].O, predict the reaction product. (2) Given the reactants [NH2:1][C:2]1[N:7]=[C:6]([N:8]([CH2:15][C:16]2[C:21]([CH3:22])=[C:20]([O:23][CH3:24])[C:19]([CH3:25])=[CH:18][N:17]=2)[C@@H:9]([CH3:14])[C:10]([O:12]C)=O)[C:5]([N+:26]([O-])=O)=[CH:4][N:3]=1, predict the reaction product. The product is: [NH2:1][C:2]1[N:3]=[CH:4][C:5]2[NH:26][C:10](=[O:12])[C@H:9]([CH3:14])[N:8]([CH2:15][C:16]3[C:21]([CH3:22])=[C:20]([O:23][CH3:24])[C:19]([CH3:25])=[CH:18][N:17]=3)[C:6]=2[N:7]=1. (3) Given the reactants ClCCl.[Cl:4][C:5]1[CH:6]=[C:7]([CH2:21][CH2:22][OH:23])[CH:8]=[C:9]([CH2:12][O:13][Si:14]([C:17]([CH3:20])([CH3:19])[CH3:18])([CH3:16])[CH3:15])[C:10]=1[Cl:11].CCN(C(C)C)C(C)C.[CH3:33][S:34](Cl)(=[O:36])=[O:35], predict the reaction product. The product is: [CH3:33][S:34]([O:23][CH2:22][CH2:21][C:7]1[CH:8]=[C:9]([CH2:12][O:13][Si:14]([C:17]([CH3:18])([CH3:19])[CH3:20])([CH3:15])[CH3:16])[C:10]([Cl:11])=[C:5]([Cl:4])[CH:6]=1)(=[O:36])=[O:35]. (4) Given the reactants [F:1][C:2]1[CH:3]=[CH:4][C:5]2[N:6]([C:8]([CH2:12][OH:13])=[N:9][C:10]=2I)[CH:7]=1.[H-].[Na+].C([Mg]Cl)(C)C.[CH2:21]([Sn:25]([CH2:31][CH2:32][CH2:33][CH3:34])([CH2:27][CH2:28][CH2:29][CH3:30])Cl)[CH2:22][CH2:23][CH3:24], predict the reaction product. The product is: [F:1][C:2]1[CH:3]=[CH:4][C:5]2[N:6]([C:8]([CH2:12][OH:13])=[N:9][C:10]=2[Sn:25]([CH2:27][CH2:28][CH2:29][CH3:30])([CH2:31][CH2:32][CH2:33][CH3:34])[CH2:21][CH2:22][CH2:23][CH3:24])[CH:7]=1.